From a dataset of NCI-60 drug combinations with 297,098 pairs across 59 cell lines. Regression. Given two drug SMILES strings and cell line genomic features, predict the synergy score measuring deviation from expected non-interaction effect. (1) Drug 1: C1=C(C(=O)NC(=O)N1)F. Drug 2: CC1=C2C(C(=O)C3(C(CC4C(C3C(C(C2(C)C)(CC1OC(=O)C(C(C5=CC=CC=C5)NC(=O)OC(C)(C)C)O)O)OC(=O)C6=CC=CC=C6)(CO4)OC(=O)C)O)C)O. Cell line: SK-MEL-5. Synergy scores: CSS=38.3, Synergy_ZIP=-18.3, Synergy_Bliss=-20.5, Synergy_Loewe=-15.3, Synergy_HSA=-12.5. (2) Drug 1: CCCS(=O)(=O)NC1=C(C(=C(C=C1)F)C(=O)C2=CNC3=C2C=C(C=N3)C4=CC=C(C=C4)Cl)F. Drug 2: CC1C(C(=O)NC(C(=O)N2CCCC2C(=O)N(CC(=O)N(C(C(=O)O1)C(C)C)C)C)C(C)C)NC(=O)C3=C4C(=C(C=C3)C)OC5=C(C(=O)C(=C(C5=N4)C(=O)NC6C(OC(=O)C(N(C(=O)CN(C(=O)C7CCCN7C(=O)C(NC6=O)C(C)C)C)C)C(C)C)C)N)C. Cell line: M14. Synergy scores: CSS=35.1, Synergy_ZIP=2.13, Synergy_Bliss=2.46, Synergy_Loewe=1.80, Synergy_HSA=1.96. (3) Drug 1: CC(C1=C(C=CC(=C1Cl)F)Cl)OC2=C(N=CC(=C2)C3=CN(N=C3)C4CCNCC4)N. Drug 2: CNC(=O)C1=NC=CC(=C1)OC2=CC=C(C=C2)NC(=O)NC3=CC(=C(C=C3)Cl)C(F)(F)F. Cell line: MOLT-4. Synergy scores: CSS=73.4, Synergy_ZIP=-1.37, Synergy_Bliss=-1.66, Synergy_Loewe=-21.5, Synergy_HSA=-2.07. (4) Drug 1: CC(C1=C(C=CC(=C1Cl)F)Cl)OC2=C(N=CC(=C2)C3=CN(N=C3)C4CCNCC4)N. Drug 2: CC1C(C(CC(O1)OC2CC(CC3=C2C(=C4C(=C3O)C(=O)C5=C(C4=O)C(=CC=C5)OC)O)(C(=O)CO)O)N)O.Cl. Cell line: OVCAR3. Synergy scores: CSS=31.0, Synergy_ZIP=1.25, Synergy_Bliss=-0.372, Synergy_Loewe=-16.4, Synergy_HSA=-2.11. (5) Drug 1: C(=O)(N)NO. Drug 2: CC1CCC2CC(C(=CC=CC=CC(CC(C(=O)C(C(C(=CC(C(=O)CC(OC(=O)C3CCCCN3C(=O)C(=O)C1(O2)O)C(C)CC4CCC(C(C4)OC)O)C)C)O)OC)C)C)C)OC. Cell line: HL-60(TB). Synergy scores: CSS=31.3, Synergy_ZIP=-1.40, Synergy_Bliss=-1.69, Synergy_Loewe=1.14, Synergy_HSA=1.22. (6) Drug 1: CC1CCC2CC(C(=CC=CC=CC(CC(C(=O)C(C(C(=CC(C(=O)CC(OC(=O)C3CCCCN3C(=O)C(=O)C1(O2)O)C(C)CC4CCC(C(C4)OC)OCCO)C)C)O)OC)C)C)C)OC. Drug 2: CC12CCC3C(C1CCC2O)C(CC4=C3C=CC(=C4)O)CCCCCCCCCS(=O)CCCC(C(F)(F)F)(F)F. Cell line: OVCAR-5. Synergy scores: CSS=22.4, Synergy_ZIP=10.8, Synergy_Bliss=12.7, Synergy_Loewe=9.12, Synergy_HSA=10.7.